This data is from Forward reaction prediction with 1.9M reactions from USPTO patents (1976-2016). The task is: Predict the product of the given reaction. (1) Given the reactants Cl[C:2]1[N:3]=[C:4]([N:17]2[CH2:22][CH2:21][O:20][CH2:19][CH2:18]2)[C:5]2[S:10][C:9]([N:11]3[CH2:16][CH2:15][O:14][CH2:13][CH2:12]3)=[N:8][C:6]=2[N:7]=1.C(=O)([O-])[O-].[Na+].[Na+].[C:29](#[N:31])[CH3:30], predict the reaction product. The product is: [O:14]1[CH2:15][CH2:16][N:11]([C:9]2[S:10][C:5]3[C:4]([N:17]4[CH2:22][CH2:21][O:20][CH2:19][CH2:18]4)=[N:3][C:2]([C:30]4[CH:29]=[N:31][C:2]([NH2:7])=[N:3][CH:4]=4)=[N:7][C:6]=3[N:8]=2)[CH2:12][CH2:13]1. (2) Given the reactants [Br:1][C:2]1[CH:3]=[C:4]([CH2:20][CH2:21][OH:22])[CH:5]=[C:6]([Br:19])[C:7]=1[O:8][C:9]1[N:10]=[N:11][C:12]([Cl:18])=[C:13]([CH:15]([CH3:17])[CH3:16])[CH:14]=1.Cl([O-])=[O:24].[Na+].Cl[O-].[Na+].S(=O)(O)[O-].[Na+], predict the reaction product. The product is: [Br:1][C:2]1[CH:3]=[C:4]([CH2:20][C:21]([OH:24])=[O:22])[CH:5]=[C:6]([Br:19])[C:7]=1[O:8][C:9]1[N:10]=[N:11][C:12]([Cl:18])=[C:13]([CH:15]([CH3:17])[CH3:16])[CH:14]=1. (3) Given the reactants [CH3:1][CH:2]([CH3:32])[CH2:3][N:4]([CH2:15][C:16]1[N:20]([CH2:21][C@H:22]2[CH2:27][CH2:26][CH2:25][NH:24][CH2:23]2)[C:19]2[CH:28]=[CH:29][CH:30]=[CH:31][C:18]=2[N:17]=1)[C@@H:5]1[C:14]2[N:13]=[CH:12][CH:11]=[CH:10][C:9]=2[CH2:8][CH2:7][CH2:6]1.[CH3:33][CH:34](N1CCC[C@H](CN2C3C=CC=CC=3N=C2CN(CCC)[C@@H]2C3N=CC=CC=3CCC2)C1)[CH3:35], predict the reaction product. The product is: [CH3:33][CH:34]([N:24]1[CH2:25][CH2:26][CH2:27][C@H:22]([CH2:21][N:20]2[C:19]3[CH:28]=[CH:29][CH:30]=[CH:31][C:18]=3[N:17]=[C:16]2[CH2:15][N:4]([CH2:3][CH:2]([CH3:32])[CH3:1])[C@@H:5]2[C:14]3[N:13]=[CH:12][CH:11]=[CH:10][C:9]=3[CH2:8][CH2:7][CH2:6]2)[CH2:23]1)[CH3:35]. (4) Given the reactants CO[C:3]([C:5]1[N:6]=[CH:7][C:8]2[C:9](=[O:23])[N:10]([CH2:16][C:17]3[CH:22]=[CH:21][CH:20]=[CH:19][CH:18]=3)[CH:11]=[CH:12][C:13]=2[C:14]=1[OH:15])=[O:4].[CH2:24]([NH2:27])[CH2:25][CH3:26].C(O)(=O)C.O, predict the reaction product. The product is: [CH2:24]([NH:27][C:3]([C:5]1[N:6]=[CH:7][C:8]2[C:9](=[O:23])[N:10]([CH2:16][C:17]3[CH:22]=[CH:21][CH:20]=[CH:19][CH:18]=3)[CH:11]=[CH:12][C:13]=2[C:14]=1[OH:15])=[O:4])[CH2:25][CH3:26].